From a dataset of Forward reaction prediction with 1.9M reactions from USPTO patents (1976-2016). Predict the product of the given reaction. (1) Given the reactants NCC1C=C(NC([O:17][CH2:18][CH2:19][C:20]2C=C[C:23](C(NC3C=C4C(=CC=3)C(N(C(OC(C)(C)C)=O)C(OC(C)(C)C)=O)=NC=C4)C(O)=O)=[CH:22][C:21]=2C)=O)C=CC=1S(CC)(=O)=O.C1CN([P+](ON2N=NC3C=CC=CC2=3)(N2CCCC2)N2CCCC2)CC1.F[P-](F)(F)(F)(F)F.[C:90]([OH:96])([C:92](F)(F)F)=[O:91], predict the reaction product. The product is: [OH:91][CH:90]1[C:92]2[C:19](=[CH:20][CH:21]=[CH:22][CH:23]=2)[C:18](=[O:17])[O:96]1. (2) Given the reactants [CH3:1][O:2][C:3](=[O:49])[CH:4]([NH:33][C:34](=[O:48])[CH:35]([CH2:41][C:42]1[CH:47]=[CH:46][CH:45]=[CH:44][CH:43]=1)[CH2:36][S:37][C:38](=[O:40])[CH3:39])[CH2:5][C:6]1[CH:11]=[CH:10][C:9]([O:12][CH2:13][CH2:14][N:15](C(OC(C)(C)C)=O)[CH2:16][C:17]([N:19]2[CH2:23][CH2:22][CH2:21][CH:20]2[C:24]#[N:25])=[O:18])=[CH:8][CH:7]=1.FC(F)(F)C(O)=O, predict the reaction product. The product is: [CH3:1][O:2][C:3](=[O:49])[CH:4]([NH:33][C:34](=[O:48])[CH:35]([CH2:41][C:42]1[CH:43]=[CH:44][CH:45]=[CH:46][CH:47]=1)[CH2:36][S:37][C:38](=[O:40])[CH3:39])[CH2:5][C:6]1[CH:7]=[CH:8][C:9]([O:12][CH2:13][CH2:14][NH:15][CH2:16][C:17]([N:19]2[CH2:23][CH2:22][CH2:21][CH:20]2[C:24]#[N:25])=[O:18])=[CH:10][CH:11]=1. (3) Given the reactants [F:1][C:2]([F:7])([F:6])[C:3]([OH:5])=[O:4].[C:8]([C:11]1[CH:16]=[CH:15][C:14]([NH:17][CH:18]([C:22]2[CH:27]=[CH:26][C:25]([O:28][CH2:29][CH2:30][N:31]([CH3:33])[CH3:32])=[C:24]([O:34][CH2:35][CH3:36])[CH:23]=2)[C:19](O)=[O:20])=[CH:13][CH:12]=1)(=[NH:10])[NH2:9].O.ON1C2C=CC=CC=2N=N1.Cl.C(N=C=NCCCN(C)C)C.[N:60]1[CH:65]=[CH:64][CH:63]=[CH:62][C:61]=1[NH:66][NH2:67], predict the reaction product. The product is: [F:1][C:2]([F:7])([F:6])[C:3]([OH:5])=[O:4].[CH3:33][N:31]([CH3:32])[CH2:30][CH2:29][O:28][C:25]1[CH:26]=[CH:27][C:22]([CH:18]([NH:17][C:14]2[CH:13]=[CH:12][C:11]([C:8]([NH2:9])=[NH:10])=[CH:16][CH:15]=2)[C:19]([NH:67][NH:66][C:61]2[CH:62]=[CH:63][CH:64]=[CH:65][N:60]=2)=[O:20])=[CH:23][C:24]=1[O:34][CH2:35][CH3:36].